This data is from Full USPTO retrosynthesis dataset with 1.9M reactions from patents (1976-2016). The task is: Predict the reactants needed to synthesize the given product. (1) Given the product [Br:13][C:14]1[N:19]2[C:20](=[O:23])[N:21]([CH2:2][CH2:1][C:3]3[CH:12]=[CH:11][C:10]4[C:5](=[CH:6][CH:7]=[CH:8][CH:9]=4)[N:4]=3)[N:22]=[C:18]2[CH:17]=[CH:16][CH:15]=1, predict the reactants needed to synthesize it. The reactants are: [CH:1]([C:3]1[CH:12]=[CH:11][C:10]2[C:5](=[CH:6][CH:7]=[CH:8][CH:9]=2)[N:4]=1)=[CH2:2].[Br:13][C:14]1[N:19]2[C:20](=[O:23])[NH:21][N:22]=[C:18]2[CH:17]=[CH:16][CH:15]=1.[OH-].[K+]. (2) Given the product [Cl:22][C:23]1[CH:24]=[C:25]([CH:26]=[CH:27][C:28]=1[Cl:29])[O:30][C:2]1[C:3]([C:12]([F:15])([F:14])[F:13])=[CH:4][C:5]([N+:9]([O-:11])=[O:10])=[C:6]([NH2:8])[CH:7]=1, predict the reactants needed to synthesize it. The reactants are: Cl[C:2]1[C:3]([C:12]([F:15])([F:14])[F:13])=[CH:4][C:5]([N+:9]([O-:11])=[O:10])=[C:6]([NH2:8])[CH:7]=1.C([O-])([O-])=O.[K+].[K+].[Cl:22][C:23]1[CH:24]=[C:25]([OH:30])[CH:26]=[CH:27][C:28]=1[Cl:29]. (3) The reactants are: [CH2:1]([N:5]1[C:9]([CH2:10]O)=[C:8]([C:12]2[CH:17]=[CH:16][CH:15]=[CH:14][CH:13]=2)[NH:7][CH:6]1[I:18])[CH2:2][CH2:3][CH3:4].O=S(Cl)Cl.[CH2:23]([O:25][C:26]1[CH:27]=[C:28]([CH:31]=[CH:32][CH:33]=1)[CH2:29][NH2:30])[CH3:24].C([O-])([O-])=O.[K+].[K+]. Given the product [CH2:1]([N:5]1[C:9]([CH2:10][NH:30][CH2:29][C:28]2[CH:31]=[CH:32][CH:33]=[C:26]([O:25][CH2:23][CH3:24])[CH:27]=2)=[C:8]([C:12]2[CH:17]=[CH:16][CH:15]=[CH:14][CH:13]=2)[NH:7][CH:6]1[I:18])[CH2:2][CH2:3][CH3:4], predict the reactants needed to synthesize it. (4) Given the product [C:26]([OH:29])(=[O:28])[CH3:27].[C:22]([C:19]1[CH:18]=[CH:17][C:16]([C:13]2[CH:14]=[CH:15][C:10]([C:7]3[O:6][C:5]([C:3]([NH2:4])=[NH:2])=[CH:9][CH:8]=3)=[CH:11][CH:12]=2)=[CH:21][CH:20]=1)(=[NH:23])[NH2:25], predict the reactants needed to synthesize it. The reactants are: O[NH:2][C:3]([C:5]1[O:6][C:7]([C:10]2[CH:15]=[CH:14][C:13]([C:16]3[CH:21]=[CH:20][C:19]([C:22](=[NH:25])[NH:23]O)=[CH:18][CH:17]=3)=[CH:12][CH:11]=2)=[CH:8][CH:9]=1)=[NH:4].[C:26]([O:29]C(=O)C)(=[O:28])[CH3:27].